This data is from Forward reaction prediction with 1.9M reactions from USPTO patents (1976-2016). The task is: Predict the product of the given reaction. (1) Given the reactants [F:1][C:2]1[CH:3]=[C:4]2[C:9](=[CH:10][CH:11]=1)[N:8]=[C:7]([C:12]1[CH:17]=[CH:16][C:15]([F:18])=[CH:14][CH:13]=1)[N:6]=[C:5]2[C:19](O)=[O:20].Cl.[OH:23][C:24]1[CH:33]=[CH:32][CH:31]=[C:30]2[C:25]=1[CH2:26][CH2:27][NH:28][CH2:29]2, predict the reaction product. The product is: [F:1][C:2]1[CH:3]=[C:4]2[C:9](=[CH:10][CH:11]=1)[N:8]=[C:7]([C:12]1[CH:13]=[CH:14][C:15]([F:18])=[CH:16][CH:17]=1)[N:6]=[C:5]2[C:19]([N:28]1[CH2:27][CH2:26][C:25]2[C:30](=[CH:31][CH:32]=[CH:33][C:24]=2[OH:23])[CH2:29]1)=[O:20]. (2) Given the reactants [C:1]([C:4]1[S:8][C:7]([CH3:9])=[C:6]([C:10]2[CH2:14][CH2:13][CH2:12][C:11]=2[C:15]2[CH:16]=[C:17]([C:21]([O:23]CC)=[O:22])[S:18][C:19]=2[CH3:20])[CH:5]=1)(=[O:3])[CH3:2].C1COCC1.[Li+].[OH-].Cl, predict the reaction product. The product is: [C:1]([C:4]1[S:8][C:7]([CH3:9])=[C:6]([C:10]2[CH2:14][CH2:13][CH2:12][C:11]=2[C:15]2[CH:16]=[C:17]([C:21]([OH:23])=[O:22])[S:18][C:19]=2[CH3:20])[CH:5]=1)(=[O:3])[CH3:2]. (3) Given the reactants [CH3:1][O:2][C:3]1[N:8]=[CH:7][C:6]([CH:9]2[CH2:14][CH2:13][C:12](=O)[CH2:11][CH2:10]2)=[CH:5][CH:4]=1.OC1(C2C=NC(OC)=CC=2)CCC(=O)CC1.[NH2:32][CH:33]([CH:37]1[CH2:42][CH2:41][N:40]([C:43]([O:45]C(C)(C)C)=O)[CH2:39][CH2:38]1)[C:34]([NH2:36])=[O:35].[F:50][C:51]1[CH:52]=[C:53]([CH:59]=[C:60]([F:63])[C:61]=1[F:62])/[CH:54]=[CH:55]/C(O)=O, predict the reaction product. The product is: [CH3:1][O:2][C:3]1[N:8]=[CH:7][C:6]([CH:9]2[CH2:14][CH2:13][CH:12]([NH:32][CH:33]([CH:37]3[CH2:38][CH2:39][N:40]([C:43](=[O:45])/[CH:55]=[CH:54]/[C:53]4[CH:59]=[C:60]([F:63])[C:61]([F:62])=[C:51]([F:50])[CH:52]=4)[CH2:41][CH2:42]3)[C:34]([NH2:36])=[O:35])[CH2:11][CH2:10]2)=[CH:5][CH:4]=1.